Dataset: Reaction yield outcomes from USPTO patents with 853,638 reactions. Task: Predict the reaction yield, written as a fraction of the theoretical maximum amount of product (1.0 means a 100% yield; for example, 0.34 means a 34% yield). (1) The reactants are [C:1]([OH:7])(=[O:6])[CH2:2][CH2:3][C:4]#[CH:5].[Cl:8][C:9]1[CH:10]=[C:11](O)[CH:12]=[CH:13][CH:14]=1. No catalyst specified. The product is [C:1]([O:7][C:13]1[CH:12]=[CH:11][CH:10]=[C:9]([Cl:8])[CH:14]=1)(=[O:6])[CH2:2][CH2:3][C:4]#[CH:5]. The yield is 0.950. (2) The reactants are [C:1]([O:5][C:6]([N:8]1[CH2:13][CH:12]=[C:11]([C:14]2[CH:15]=[CH:16][C:17]3[O:26][CH2:25][CH2:24]C4N(N=C(C5N(CC(F)(F)F)N=CN=5)C=4)[C:18]=3[CH:37]=2)[CH2:10][CH2:9]1)=[O:7])([CH3:4])([CH3:3])[CH3:2].BrC1C=CC2OCC[C:48]3[C:44](=[N:45][N:46]([C:52]4[N:53]([C:57]5[CH:62]=[CH:61][CH:60]=[CH:59][C:58]=5[Cl:63])[N:54]=[CH:55][N:56]=4)[CH:47]=3)C=2C=1. No catalyst specified. The product is [C:1]([O:5][C:6]([N:8]1[CH2:13][CH:12]=[C:11]([C:14]2[CH:15]=[CH:16][C:17]3[O:26][CH2:25][CH2:24][C:48]4[C:44](=[N:45][N:46]([C:52]5[N:53]([C:57]6[CH:62]=[CH:61][CH:60]=[CH:59][C:58]=6[Cl:63])[N:54]=[CH:55][N:56]=5)[CH:47]=4)[C:18]=3[CH:37]=2)[CH2:10][CH2:9]1)=[O:7])([CH3:4])([CH3:2])[CH3:3]. The yield is 0.800. (3) The reactants are C(OC(N1CCC(NCC(O)COC2C3C4C(=CC=CC=4)NC=3C=CC=2)CC1)=O)(C)(C)C.Cl.O1CCOCC1.Cl.CN(C)CCCN=C=NCC.N1C2C(=NC=CC=2)N(O)N=1.[CH:62]1[C:74]2[NH:73][C:72]3[C:67](=[CH:68][CH:69]=[CH:70][CH:71]=3)[C:66]=2[CH:65]=[CH:64][C:63]=1[O:75][CH2:76][C@@H:77]([OH:104])[CH2:78][NH:79][CH:80]1[CH2:85][CH2:84][N:83]([C:86](=[O:103])[CH2:87][O:88][C:89]2[CH:94]=[CH:93][C:92]([C:95]3[CH2:96][CH2:97][C:98](=[O:101])[NH:99][N:100]=3)=[CH:91][C:90]=2[Cl:102])[CH2:82][CH2:81]1.[OH-].[Na+]. The yield is 0.510. The catalyst is CO.CN(C)C=O.C(OCC)(=O)C.O. The product is [CH:66]1[C:74]2[NH:73][C:72]3[C:71](=[CH:70][CH:69]=[CH:68][CH:67]=3)[C:62]=2[C:63]([O:75][CH2:76][CH:77]([OH:104])[CH2:78][NH:79][CH:80]2[CH2:85][CH2:84][N:83]([C:86](=[O:103])[CH2:87][O:88][C:89]3[CH:94]=[CH:93][C:92]([C:95]4[CH2:96][CH2:97][C:98](=[O:101])[NH:99][N:100]=4)=[CH:91][C:90]=3[Cl:102])[CH2:82][CH2:81]2)=[CH:64][CH:65]=1. (4) The reactants are [CH3:1][C:2]1([CH2:18][C:19]([O:21][CH3:22])=[O:20])[C:10]2[C:5](=[CH:6][CH:7]=[CH:8][CH:9]=2)[N:4]([CH:11]2[CH2:16][CH2:15][NH:14][CH2:13][CH2:12]2)[C:3]1=[O:17].[CH:23](=O)[C:24]1[CH:29]=[CH:28][CH:27]=[CH:26][CH:25]=1.C(O[BH-](OC(=O)C)OC(=O)C)(=O)C.[Na+]. The catalyst is ClCCl.C(O)(=O)C. The product is [CH2:23]([N:14]1[CH2:13][CH2:12][CH:11]([N:4]2[C:5]3[C:10](=[CH:9][CH:8]=[CH:7][CH:6]=3)[C:2]([CH2:18][C:19]([O:21][CH3:22])=[O:20])([CH3:1])[C:3]2=[O:17])[CH2:16][CH2:15]1)[C:24]1[CH:29]=[CH:28][CH:27]=[CH:26][CH:25]=1. The yield is 0.550. (5) The reactants are N[CH2:2][C:3]([C:6]1[NH:7][C:8]2[C:13]([CH:14]=1)=[CH:12][C:11]([NH:15][C:16]([C:18]1([C:21]3[CH:29]=[CH:28][C:24]4[O:25][CH2:26][O:27][C:23]=4[CH:22]=3)[CH2:20][CH2:19]1)=[O:17])=[CH:10][CH:9]=2)(C)[CH3:4].C(=O)([O-])[O-].[K+].[K+].IC.O.[CH3:39][N:40]([CH:42]=O)[CH3:41]. No catalyst specified. The product is [O:25]1[C:24]2[CH:28]=[CH:29][C:21]([C:18]3([C:16]([NH:15][C:11]4[CH:12]=[C:13]5[C:8](=[CH:9][CH:10]=4)[NH:7][C:6]([C:3]([CH3:4])([CH3:2])[CH2:42][N:40]([CH3:39])[CH3:41])=[CH:14]5)=[O:17])[CH2:20][CH2:19]3)=[CH:22][C:23]=2[O:27][CH2:26]1. The yield is 0.330. (6) The reactants are [CH3:1][O:2][C:3]1[CH:4]=[CH:5][C:6]([N+:22]([O-])=O)=[C:7]([CH:21]=1)[NH:8][CH2:9][C:10]1[CH:20]=[CH:19][C:13]2[N:14]=[C:15]([S:17][CH3:18])[O:16][C:12]=2[CH:11]=1.CC(O)=O.CO. The catalyst is C(Cl)Cl.[Zn]. The product is [CH3:1][O:2][C:3]1[CH:21]=[C:7]([NH:8][CH2:9][C:10]2[CH:20]=[CH:19][C:13]3[N:14]=[C:15]([S:17][CH3:18])[O:16][C:12]=3[CH:11]=2)[C:6]([NH2:22])=[CH:5][CH:4]=1. The yield is 0.957. (7) The reactants are [C:1]([N:4]1[CH2:8][CH2:7][C:6]2([C:16]3[C:11](=[CH:12][CH:13]=[C:14]([CH:17]=[O:18])[CH:15]=3)[N:10]([C:19]([NH:21][C:22]3[S:23][C:24]([Cl:27])=[CH:25][N:26]=3)=[O:20])[CH2:9]2)[CH2:5]1)(=[O:3])[CH3:2].CC(=CC)C.P([O-])(O)(O)=[O:34].[Na+].Cl([O-])=O.[Na+].[Cl-].[NH4+]. The catalyst is C(O)(C)(C)C.O. The product is [C:1]([N:4]1[CH2:8][CH2:7][C:6]2([C:16]3[C:11](=[CH:12][CH:13]=[C:14]([C:17]([OH:34])=[O:18])[CH:15]=3)[N:10]([C:19](=[O:20])[NH:21][C:22]3[S:23][C:24]([Cl:27])=[CH:25][N:26]=3)[CH2:9]2)[CH2:5]1)(=[O:3])[CH3:2]. The yield is 0.870. (8) The reactants are [NH:1]1[CH2:5][CH2:4][CH2:3][C:2]1=[O:6].[C:7]([O:11][C:12](O[C:12]([O:11][C:7]([CH3:10])([CH3:9])[CH3:8])=[O:13])=[O:13])([CH3:10])([CH3:9])[CH3:8]. The catalyst is C(#N)C.CN(C1C=CN=CC=1)C. The product is [O:6]=[C:2]1[CH2:3][CH2:4][CH2:5][N:1]1[C:12]([O:11][C:7]([CH3:10])([CH3:9])[CH3:8])=[O:13]. The yield is 0.940. (9) The reactants are [Br:1][C:2]1[C:3]([F:10])=[C:4]([CH:7]=[CH:8][CH:9]=1)[CH:5]=[O:6].[CH:11]1([Mg]Br)[CH2:13][CH2:12]1. The catalyst is C1COCC1. The product is [Br:1][C:2]1[C:3]([F:10])=[C:4]([CH:5]([CH:11]2[CH2:13][CH2:12]2)[OH:6])[CH:7]=[CH:8][CH:9]=1. The yield is 1.00.